From a dataset of Catalyst prediction with 721,799 reactions and 888 catalyst types from USPTO. Predict which catalyst facilitates the given reaction. (1) Reactant: [Cl:1][C:2]1[CH:7]=[CH:6][CH:5]=[CH:4][C:3]=1[C:8](=[O:10])[CH3:9].B1(C)OC(C2C=CC=CC=2)(C2C=CC=CC=2)[C@H]2N1CCC2.CSC.B.CO. Product: [Cl:1][C:2]1[CH:7]=[CH:6][CH:5]=[CH:4][C:3]=1[C@H:8]([OH:10])[CH3:9]. The catalyst class is: 569. (2) Product: [NH:1]([CH2:5][CH2:6][OH:7])[CH2:2][CH2:3][OH:4].[Cl:8][C:9]1[CH:18]=[C:17]2[C:12]([C:13]([C:35]3[CH:36]=[C:37](/[CH:41]=[CH:42]/[C:43]([OH:45])=[O:44])[CH:38]=[CH:39][CH:40]=3)=[C:14]([CH2:20][C:21]([NH:23][C:24]3[CH:29]=[CH:28][C:27]([F:30])=[CH:26][C:25]=3[C:31]([F:32])([F:34])[F:33])=[O:22])[C:15](=[O:19])[O:16]2)=[CH:11][C:10]=1[CH3:46]. Reactant: [NH:1]([CH2:5][CH2:6][OH:7])[CH2:2][CH2:3][OH:4].[Cl:8][C:9]1[CH:18]=[C:17]2[C:12]([C:13]([C:35]3[CH:36]=[C:37](/[CH:41]=[CH:42]/[C:43]([OH:45])=[O:44])[CH:38]=[CH:39][CH:40]=3)=[C:14]([CH2:20][C:21]([NH:23][C:24]3[CH:29]=[CH:28][C:27]([F:30])=[CH:26][C:25]=3[C:31]([F:34])([F:33])[F:32])=[O:22])[C:15](=[O:19])[O:16]2)=[CH:11][C:10]=1[CH3:46]. The catalyst class is: 199.